From a dataset of Full USPTO retrosynthesis dataset with 1.9M reactions from patents (1976-2016). Predict the reactants needed to synthesize the given product. (1) Given the product [N:11]1([S:8]([O:7][C:1]2[CH:6]=[CH:5][CH:4]=[CH:3][CH:2]=2)(=[O:10])=[O:9])[CH:15]=[CH:14][N:13]=[CH:12]1, predict the reactants needed to synthesize it. The reactants are: [C:1]1([OH:7])[CH:6]=[CH:5][CH:4]=[CH:3][CH:2]=1.[S:8](N1C=CN=C1)([N:11]1[CH:15]=[CH:14][N:13]=[CH:12]1)(=[O:10])=[O:9].C([O-])([O-])=O.[Cs+].[Cs+]. (2) The reactants are: Cl[C:2]1[C:11]([CH3:12])=[C:10]([Cl:13])[C:9]2[C:4](=[CH:5][C:6]([F:15])=[CH:7][C:8]=2[F:14])[N:3]=1.CC1(C)C(C)(C)OB([C:24]2[CH:25]=[CH:26][C:27]([N:30]3[CH2:35][CH2:34][NH:33][CH2:32][CH2:31]3)=[N:28][CH:29]=2)O1.C(=O)([O-])[O-].[K+].[K+]. Given the product [Cl:13][C:10]1[C:9]2[C:4](=[CH:5][C:6]([F:15])=[CH:7][C:8]=2[F:14])[N:3]=[C:2]([C:24]2[CH:29]=[N:28][C:27]([N:30]3[CH2:31][CH2:32][NH:33][CH2:34][CH2:35]3)=[CH:26][CH:25]=2)[C:11]=1[CH3:12], predict the reactants needed to synthesize it. (3) Given the product [OH:18][C:13]1([CH2:7][C:8]([O:10][CH2:11][CH3:12])=[O:9])[CH2:15][CH2:16][CH2:17]1, predict the reactants needed to synthesize it. The reactants are: C[Si](C)(C)Cl.Br[CH2:7][C:8]([O:10][CH2:11][CH3:12])=[O:9].[C:13]1(=[O:18])[CH2:17][CH2:16][CH2:15]C1.N. (4) Given the product [NH:17]1[C:16]([C:12]2[CH:11]=[C:10]3[C:15](=[CH:14][CH:13]=2)[NH:7][N:8]=[C:9]3[C:40]2[CH:45]=[CH:44][C:43]([NH:46][C:60]([C:55]3[O:54][CH:58]=[CH:57][CH:56]=3)=[O:61])=[CH:42][CH:41]=2)=[N:20][CH:19]=[N:18]1, predict the reactants needed to synthesize it. The reactants are: O1CCCCC1[N:7]1[C:15]2[C:10](=[CH:11][C:12]([C:16]3[N:20]=[CH:19][N:18](C(C4C=CC=CC=4)(C4C=CC=CC=4)C4C=CC=CC=4)[N:17]=3)=[CH:13][CH:14]=2)[C:9]([C:40]2[CH:45]=[CH:44][C:43]([NH2:46])=[CH:42][CH:41]=2)=[N:8]1.C(N(CC)CC)C.[O:54]1[CH:58]=[CH:57][CH:56]=[C:55]1Cl.[C:60](=O)(O)[O-:61].[Na+]. (5) Given the product [C:1]1([C@@H:7]([NH:10][C:11]([C:13]2[N:21]3[C:16]([O:17][CH2:18][CH2:19][CH2:20]3)=[C:15]([C:22]([NH:24][C@H:25]([C:28]3[CH:29]=[CH:30][CH:31]=[CH:32][CH:33]=3)[CH2:26][CH3:27])=[O:23])[CH:14]=2)=[O:12])[CH2:8][CH3:9])[CH:6]=[CH:5][CH:4]=[CH:3][CH:2]=1, predict the reactants needed to synthesize it. The reactants are: [C:1]1([C@H:7]([NH:10][C:11]([C:13]2[N:21]3[C:16]([O:17][CH2:18][CH2:19][CH2:20]3)=[C:15]([C:22]([NH:24][C@@H:25]([C:28]3[CH:33]=[CH:32][CH:31]=[CH:30][CH:29]=3)[CH2:26][CH3:27])=[O:23])[CH:14]=2)=[O:12])[CH2:8][CH3:9])[CH:6]=[CH:5][CH:4]=[CH:3][CH:2]=1.C(OC(C1NC(Br)=C(C(OCC)=O)C=1)=O)C.C1([C@@H](N)CC)C=CC=CC=1. (6) The reactants are: [NH:1]1[CH:5]=[CH:4][C:3](B(O)O)=[N:2]1.N1C2C(=CC=CC=2)C=C(B(O)O)C=1.Br[C:23]1[CH:31]=[CH:30][CH:29]=[C:28]2[C:24]=1[C:25]1([C:57]3[C:48](=[CH:49][C:50]4[O:55][CH2:54][CH2:53][O:52][C:51]=4[CH:56]=3)[O:47][CH2:46]1)[C:26](=[O:45])[N:27]2[CH:32](C1C=CC=CC=1)C1C=CC=CC=1. Given the product [CH3:32][N:27]1[C:28]2[C:24](=[C:23]([C:3]3[CH:4]=[CH:5][NH:1][N:2]=3)[CH:31]=[CH:30][CH:29]=2)[C:25]2([C:57]3[C:48](=[CH:49][C:50]4[O:55][CH2:54][CH2:53][O:52][C:51]=4[CH:56]=3)[O:47][CH2:46]2)[C:26]1=[O:45], predict the reactants needed to synthesize it. (7) Given the product [Cl:1][C:2]1[CH:3]=[C:4]([C:20]2[CH2:24][CH2:23][CH2:22][C:21]=2[C:25]2[CH:26]=[CH:27][C:28]([CH3:36])=[C:29]([CH:35]=2)[C:30]([O:32][CH2:33][CH3:34])=[O:31])[C:5]([O:8][CH2:9][C:10]2[CH:15]=[CH:14][CH:13]=[CH:12][CH:11]=2)=[N:6][CH:7]=1, predict the reactants needed to synthesize it. The reactants are: [Cl:1][C:2]1[CH:3]=[C:4](B(O)O)[C:5]([O:8][CH2:9][C:10]2[CH:15]=[CH:14][CH:13]=[CH:12][CH:11]=2)=[N:6][CH:7]=1.Br[C:20]1[CH2:24][CH2:23][CH2:22][C:21]=1[C:25]1[CH:26]=[CH:27][C:28]([CH3:36])=[C:29]([CH:35]=1)[C:30]([O:32][CH2:33][CH3:34])=[O:31].C(=O)([O-])[O-].[K+].[K+].C(OCC)C.